From a dataset of Reaction yield outcomes from USPTO patents with 853,638 reactions. Predict the reaction yield, written as a fraction of the theoretical maximum amount of product (1.0 means a 100% yield; for example, 0.34 means a 34% yield). (1) The reactants are [C:1]([C:3]1[CH:10]=[CH:9][C:6]([CH:7]=O)=[CH:5][CH:4]=1)#[N:2].C(OC)(OC)OC.[CH2:18]([N:21]([CH2:27][CH2:28][CH3:29])[CH2:22][CH2:23][CH2:24][CH2:25][NH2:26])[CH2:19][CH3:20].[BH4-].[Na+]. The catalyst is CO.O. The product is [CH2:27]([N:21]([CH2:18][CH2:19][CH3:20])[CH2:22][CH2:23][CH2:24][CH2:25][NH:26][CH2:7][C:6]1[CH:9]=[CH:10][C:3]([C:1]#[N:2])=[CH:4][CH:5]=1)[CH2:28][CH3:29]. The yield is 0.990. (2) The reactants are [NH2:1][C:2]1[CH:7]=[CH:6][C:5]([OH:8])=[CH:4][C:3]=1[N+:9]([O-:11])=[O:10].C[Si]([N-][Si](C)(C)C)(C)C.[K+].Cl[C:23]1[CH:28]=[CH:27][N:26]=[C:25]([C:29]([NH:31][CH3:32])=[O:30])[CH:24]=1.C(=O)([O-])[O-].[K+].[K+]. The catalyst is CN(C=O)C. The product is [NH2:1][C:2]1[CH:7]=[CH:6][C:5]([O:8][C:23]2[CH:28]=[CH:27][N:26]=[C:25]([C:29]([NH:31][CH3:32])=[O:30])[CH:24]=2)=[CH:4][C:3]=1[N+:9]([O-:11])=[O:10]. The yield is 0.720. (3) The reactants are [F:1][C:2]([F:13])([F:12])[C:3]1[C:4]2[CH2:11][O:10][CH2:9][CH2:8][C:5]=2[NH:6][N:7]=1.Cl[CH2:15][C:16]([N:18]1[CH2:23][CH2:22][CH2:21][C:20]2[N:24]([C:27]3[CH:32]=[CH:31][C:30]([F:33])=[CH:29][CH:28]=3)[N:25]=[CH:26][C:19]1=2)=[O:17].C([O-])([O-])=O.[K+].[K+]. The catalyst is C1COCC1.CN(C=O)C. The product is [F:33][C:30]1[CH:31]=[CH:32][C:27]([N:24]2[C:20]3[CH2:21][CH2:22][CH2:23][N:18]([C:16](=[O:17])[CH2:15][N:6]4[C:5]5[CH2:8][CH2:9][O:10][CH2:11][C:4]=5[C:3]([C:2]([F:12])([F:1])[F:13])=[N:7]4)[C:19]=3[CH:26]=[N:25]2)=[CH:28][CH:29]=1. The yield is 0.550.